This data is from Reaction yield outcomes from USPTO patents with 853,638 reactions. The task is: Predict the reaction yield, written as a fraction of the theoretical maximum amount of product (1.0 means a 100% yield; for example, 0.34 means a 34% yield). (1) The reactants are [CH3:1][O:2][C:3]([N:5]1[CH2:10][C:9](=[O:11])[N:8]2[CH:12]([C:15]([OH:17])=O)[CH2:13][CH2:14][CH:7]2[CH2:6]1)=[O:4].CN(C(ON1N=NC2C=CC=NC1=2)=[N+](C)C)C.F[P-](F)(F)(F)(F)F.CN1CCOCC1.Cl.[NH2:50][CH2:51][C:52]([C:54]1[CH:59]=[CH:58][C:57]([Br:60])=[CH:56][CH:55]=1)=[O:53]. The catalyst is CN(C)C=O. The product is [CH3:1][O:2][C:3]([N:5]1[CH2:10][C:9](=[O:11])[N:8]2[CH:12]([C:15](=[O:17])[NH:50][CH2:51][C:52]([C:54]3[CH:59]=[CH:58][C:57]([Br:60])=[CH:56][CH:55]=3)=[O:53])[CH2:13][CH2:14][CH:7]2[CH2:6]1)=[O:4]. The yield is 0.750. (2) The reactants are S(Cl)(Cl)=O.[Cl:5][C:6]1[C:14]2[N:13]=[C:12]3[N:15]([C:19]4[C:20]([CH3:28])=[N:21][C:22]([O:26][CH3:27])=[N:23][C:24]=4[CH3:25])[CH2:16][CH2:17][CH2:18][N:11]3[C:10]=2[C:9]([CH2:29]O)=[CH:8][CH:7]=1.[C-:31]#[N:32].[Na+].C(Cl)C1C=CC=CC=1. The catalyst is O1CCCC1.C(=O)([O-])O.[Na+].O.CS(C)=O.N1C=CC=CC=1. The product is [Cl:5][C:6]1[C:14]2[N:13]=[C:12]3[N:15]([C:19]4[C:20]([CH3:28])=[N:21][C:22]([O:26][CH3:27])=[N:23][C:24]=4[CH3:25])[CH2:16][CH2:17][CH2:18][N:11]3[C:10]=2[C:9]([CH2:29][C:31]#[N:32])=[CH:8][CH:7]=1. The yield is 0.970. (3) The reactants are [CH3:1][C@@H:2]1[CH2:13][CH:12]=[CH:11][CH2:10][CH2:9][C:8](=[O:14])[O:7][CH2:6][C@@H:5]2[CH2:15][CH2:16][CH2:17][N:4]2[C:3]1=[O:18]. The catalyst is CO.[Pd]. The product is [CH3:1][C@@H:2]1[CH2:13][CH2:12][CH2:11][CH2:10][CH2:9][C:8](=[O:14])[O:7][CH2:6][C@@H:5]2[CH2:15][CH2:16][CH2:17][N:4]2[C:3]1=[O:18]. The yield is 0.990. (4) The reactants are [CH2:1]([N:8]1[CH2:13][CH2:12][N:11]([CH2:14][C:15]2[CH:20]=[CH:19][CH:18]=[CH:17][CH:16]=2)[CH2:10][C@@H:9]1[CH:21]=[CH2:22])[C:2]1[CH:7]=[CH:6][CH:5]=[CH:4][CH:3]=1.[CH:23]12B[CH:27]([CH2:28][CH2:29][CH2:30]1)[CH2:26]CC2.IC1C=CC=CC=1.C1(P(C2C=CC=CC=2)C2C=CC=CC=2)C=CC=CC=1.[OH-].[Na+]. The catalyst is C(OCC)(=O)C.[Pd].C1(P(C2C=CC=CC=2)C2C=CC=CC=2)C=CC=CC=1.C1(P(C2C=CC=CC=2)C2C=CC=CC=2)C=CC=CC=1.C1(P(C2C=CC=CC=2)C2C=CC=CC=2)C=CC=CC=1.C1(P(C2C=CC=CC=2)C2C=CC=CC=2)C=CC=CC=1. The product is [CH2:1]([N:8]1[CH2:13][CH2:12][N:11]([CH2:14][C:15]2[CH:20]=[CH:19][CH:18]=[CH:17][CH:16]=2)[CH2:10][C@@H:9]1[CH2:21][CH2:22][C:26]1[CH:27]=[CH:28][CH:29]=[CH:30][CH:23]=1)[C:2]1[CH:3]=[CH:4][CH:5]=[CH:6][CH:7]=1. The yield is 0.840. (5) The reactants are [NH2:1][CH2:2][C:3]1[C:4]([F:20])=[C:5]([O:10][C:11]2[CH:12]=[C:13]([CH:16]=[C:17](Br)[CH:18]=2)[C:14]#[N:15])[C:6]([Cl:9])=[CH:7][CH:8]=1.[CH2:21]([Zn]CC)[CH3:22]. The catalyst is C1COCC1.C1C=CC([P]([Pd]([P](C2C=CC=CC=2)(C2C=CC=CC=2)C2C=CC=CC=2)([P](C2C=CC=CC=2)(C2C=CC=CC=2)C2C=CC=CC=2)[P](C2C=CC=CC=2)(C2C=CC=CC=2)C2C=CC=CC=2)(C2C=CC=CC=2)C2C=CC=CC=2)=CC=1. The product is [NH2:1][CH2:2][C:3]1[C:4]([F:20])=[C:5]([O:10][C:11]2[CH:12]=[C:13]([CH:16]=[C:17]([CH2:21][CH3:22])[CH:18]=2)[C:14]#[N:15])[C:6]([Cl:9])=[CH:7][CH:8]=1. The yield is 0.621. (6) The catalyst is O1CCCC1.O. The product is [OH:6][CH:4]1[CH2:5][N:2]([C:15]([O:17][CH2:18][C:19]2[CH:24]=[CH:23][CH:22]=[CH:21][CH:20]=2)=[O:16])[CH2:3]1. The yield is 0.330. The reactants are Cl.[NH:2]1[CH2:5][CH:4]([OH:6])[CH2:3]1.C(N(CC)CC)C.Cl[C:15]([O:17][CH2:18][C:19]1[CH:24]=[CH:23][CH:22]=[CH:21][CH:20]=1)=[O:16]. (7) The yield is 0.700. The reactants are [C:1]1([CH3:11])[CH:6]=[CH:5]C(S(O)(=O)=O)=CC=1.[NH2:12][CH:13]([C:16]#[N:17])[C:14]#[N:15].C(N(CC)CC)C.C(OC)(OC)(OC)CCC.[CH2:35]([NH2:39])[CH:36]([CH3:38])[CH3:37]. The catalyst is O1CCCC1. The product is [NH2:15][C:14]1[N:39]([CH2:35][CH:36]([CH3:38])[CH3:37])[C:5]([CH2:6][CH2:1][CH3:11])=[N:12][C:13]=1[C:16]#[N:17]. (8) The reactants are [CH3:1][O:2][C:3]1[CH:8]=[CH:7][C:6]([CH2:9][NH2:10])=[CH:5][CH:4]=1.[CH3:11][S:12](Cl)(=[O:14])=[O:13]. The catalyst is C(Cl)Cl. The product is [CH3:1][O:2][C:3]1[CH:8]=[CH:7][C:6]([CH2:9][NH:10][S:12]([CH3:11])(=[O:14])=[O:13])=[CH:5][CH:4]=1. The yield is 0.890. (9) The reactants are Cl[CH2:2][C:3]1[O:7][N:6]=[C:5]([C:8]2[CH:13]=[CH:12][CH:11]=[CH:10][CH:9]=2)[N:4]=1.[OH:14][C:15]1[CH:41]=[CH:40][C:18]([C:19]([C:21]2[CH:37]=[CH:36][C:35]([O:38][CH3:39])=[CH:34][C:22]=2[O:23][C:24]([CH3:33])([CH3:32])[C:25]([O:27]C(C)(C)C)=[O:26])=[O:20])=[CH:17][CH:16]=1.C1CCN2C(=NCCC2)CC1.CN(C)C=O. The catalyst is O. The product is [CH3:39][O:38][C:35]1[CH:36]=[CH:37][C:21]([C:19](=[O:20])[C:18]2[CH:17]=[CH:16][C:15]([O:14][CH2:2][C:3]3[O:7][N:6]=[C:5]([C:8]4[CH:13]=[CH:12][CH:11]=[CH:10][CH:9]=4)[N:4]=3)=[CH:41][CH:40]=2)=[C:22]([CH:34]=1)[O:23][C:24]([CH3:33])([CH3:32])[C:25]([OH:27])=[O:26]. The yield is 0.590. (10) The reactants are I.[NH2:2][C:3]1[C:4]([C:11]([NH:13][C:14](=[NH:17])SC)=[O:12])=[N:5][C:6]([Cl:10])=[C:7]([NH2:9])[N:8]=1.C(N(CC)CC)C.[CH2:25]([O:27][C:28](=[O:42])[CH2:29][O:30][C:31]1[CH:36]=[CH:35][C:34]([CH2:37][CH2:38][CH2:39][CH2:40][NH2:41])=[CH:33][CH:32]=1)[CH3:26]. The catalyst is C1COCC1. The product is [CH2:25]([O:27][C:28](=[O:42])[CH2:29][O:30][C:31]1[CH:36]=[CH:35][C:34]([CH2:37][CH2:38][CH2:39][CH2:40][NH:41][C:14]([NH2:17])=[N:13][C:11]([C:4]2[C:3]([NH2:2])=[N:8][C:7]([NH2:9])=[C:6]([Cl:10])[N:5]=2)=[O:12])=[CH:33][CH:32]=1)[CH3:26]. The yield is 0.570.